Dataset: Reaction yield outcomes from USPTO patents with 853,638 reactions. Task: Predict the reaction yield, written as a fraction of the theoretical maximum amount of product (1.0 means a 100% yield; for example, 0.34 means a 34% yield). The reactants are [C:1]([C:3]1[C:4]([CH3:15])=[N:5][S:6][C:7]=1[NH:8][C:9](=[O:14])[CH2:10][CH:11]([CH3:13])[CH3:12])#[N:2].[OH:16]O. The catalyst is [NH4+].[OH-]. The product is [CH3:15][C:4]1[C:3]([C:1]([NH2:2])=[O:16])=[C:7]([NH:8][C:9](=[O:14])[CH2:10][CH:11]([CH3:13])[CH3:12])[S:6][N:5]=1. The yield is 0.710.